This data is from Forward reaction prediction with 1.9M reactions from USPTO patents (1976-2016). The task is: Predict the product of the given reaction. (1) Given the reactants [CH3:1][O:2][C:3]1[CH:12]=[CH:11][C:6]2[C:7](=[O:10])[CH2:8][O:9][C:5]=2[C:4]=1/[CH:13]=[CH:14]\[CH2:15][CH:16]1[CH2:21][CH2:20][N:19]([C:22]([O:24][C:25]([CH3:28])([CH3:27])[CH3:26])=[O:23])[CH2:18][CH2:17]1.[NH:29]1[C:37]2[C:32](=[CH:33][CH:34]=[CH:35][CH:36]=2)[C:31]([CH:38]=O)=[N:30]1, predict the reaction product. The product is: [NH:29]1[C:37]2[C:32](=[CH:33][CH:34]=[CH:35][CH:36]=2)[C:31](/[CH:38]=[C:8]2\[O:9][C:5]3[C:4](/[CH:13]=[CH:14]\[CH2:15][CH:16]4[CH2:21][CH2:20][N:19]([C:22]([O:24][C:25]([CH3:28])([CH3:27])[CH3:26])=[O:23])[CH2:18][CH2:17]4)=[C:3]([O:2][CH3:1])[CH:12]=[CH:11][C:6]=3[C:7]\2=[O:10])=[N:30]1. (2) Given the reactants [Cl:1][C:2]1[N:3]=[C:4](Cl)[C:5]2[C:6](=[C:8]([CH:11]3[CH2:15][CH2:14][CH2:13][CH2:12]3)[O:9][N:10]=2)[N:7]=1.[OH-:17].[K+].Cl, predict the reaction product. The product is: [Cl:1][C:2]1[NH:7][C:6]2=[C:8]([CH:11]3[CH2:15][CH2:14][CH2:13][CH2:12]3)[O:9][N:10]=[C:5]2[C:4](=[O:17])[N:3]=1. (3) The product is: [OH:26][CH2:25][C:24]([NH:23][C:20]([C:11]1[CH:12]=[C:13]([C:14]2[CH:19]=[CH:18][CH:17]=[CH:16][N:15]=2)[N:9]([C:6]2[N:7]=[N:8][C:3]([O:2][CH3:1])=[CH:4][CH:5]=2)[N:10]=1)=[O:22])([CH3:28])[CH3:27]. Given the reactants [CH3:1][O:2][C:3]1[N:8]=[N:7][C:6]([N:9]2[C:13]([C:14]3[CH:19]=[CH:18][CH:17]=[CH:16][N:15]=3)=[CH:12][C:11]([C:20]([OH:22])=O)=[N:10]2)=[CH:5][CH:4]=1.[NH2:23][C:24]([CH3:28])([CH3:27])[CH2:25][OH:26], predict the reaction product. (4) Given the reactants [F:1][C:2]1[CH:3]=[CH:4][C:5]([O:35][CH3:36])=[C:6]([C:8]2[CH:13]=[CH:12][N:11]=[C:10]3[N:14](S(C4C=CC(C)=CC=4)(=O)=O)[C:15]([C:17]4[CH2:22][CH2:21][CH:20]([C:23]#[N:24])[CH2:19][CH:18]=4)=[CH:16][C:9]=23)[CH:7]=1.[OH-].[Na+], predict the reaction product. The product is: [F:1][C:2]1[CH:3]=[CH:4][C:5]([O:35][CH3:36])=[C:6]([C:8]2[CH:13]=[CH:12][N:11]=[C:10]3[NH:14][C:15]([C:17]4[CH2:22][CH2:21][CH:20]([C:23]#[N:24])[CH2:19][CH:18]=4)=[CH:16][C:9]=23)[CH:7]=1. (5) Given the reactants CS([O:5][CH2:6][CH2:7][C@@H:8]1[CH2:13][N:12]([C:14]([O:16][CH2:17][C:18]2[CH:23]=[CH:22][CH:21]=[CH:20][CH:19]=2)=[O:15])[CH2:11][CH2:10][N:9]1[C:24]([O:26][C:27]([CH3:30])([CH3:29])[CH3:28])=[O:25])(=O)=O.O[C:32]1[CH:41]=[CH:40][C:35]([C:36]([O:38][CH3:39])=[O:37])=[CH:34][CH:33]=1.C(=O)([O-])[O-].[K+].[K+].[I-].[K+].C(=O)([O-])O.[Na+], predict the reaction product. The product is: [CH3:39][O:38][C:36]([C:35]1[CH:40]=[CH:41][C:32]([O:5][CH2:6][CH2:7][C@@H:8]2[CH2:13][N:12]([C:14]([O:16][CH2:17][C:18]3[CH:23]=[CH:22][CH:21]=[CH:20][CH:19]=3)=[O:15])[CH2:11][CH2:10][N:9]2[C:24]([O:26][C:27]([CH3:30])([CH3:29])[CH3:28])=[O:25])=[CH:33][CH:34]=1)=[O:37]. (6) Given the reactants [CH3:1][O:2][C:3]1[CH:8]=[CH:7][CH:6]=[C:5]([O:9][CH2:10][O:11][CH3:12])[CH:4]=1.[Li]CCCC.[I:18]I, predict the reaction product. The product is: [I:18][C:4]1[C:5]([O:9][CH2:10][O:11][CH3:12])=[CH:6][CH:7]=[CH:8][C:3]=1[O:2][CH3:1]. (7) Given the reactants [CH3:1][C:2]1[CH:10]=[C:9]2[C:5]([CH2:6][CH2:7][NH:8]2)=[CH:4][CH:3]=1.O=[CH:12][C@@H:13]([C@H:15]([C@@H:17]([C@@H:19]([CH2:21][OH:22])[OH:20])[OH:18])[OH:16])[OH:14].C(O[C:27](=[O:29])[CH3:28])(=O)C.Cl, predict the reaction product. The product is: [C:13]([O:14][C@@H:13]1[C@@H:15]([O:16][C:15](=[O:16])[CH3:17])[C@H:17]([O:18][C:19](=[O:20])[CH3:21])[C@@H:19]([CH2:21][O:22][C:27](=[O:29])[CH3:28])[O:20][CH:12]1[N:8]1[C:9]2[C:5](=[CH:4][CH:3]=[C:2]([CH3:1])[CH:10]=2)[CH2:6][CH2:7]1)(=[O:14])[CH3:12].